This data is from Reaction yield outcomes from USPTO patents with 853,638 reactions. The task is: Predict the reaction yield, written as a fraction of the theoretical maximum amount of product (1.0 means a 100% yield; for example, 0.34 means a 34% yield). (1) The yield is 0.820. The product is [NH:1]1[C:5]2[CH:6]=[CH:7][CH:8]=[CH:9][C:4]=2[NH:3][C:2]1=[C:10]([C:21]([C:23]1[CH:28]=[CH:27][CH:26]=[C:25]([C@@H:29]([OH:30])[CH2:33][OH:32])[C:24]=1[F:36])=[O:22])[C:11]([C:13]1[CH:14]=[C:15]([CH:18]=[CH:19][CH:20]=1)[C:16]#[N:17])=[O:12]. The catalyst is C(O)(=O)C.O. The reactants are [NH:1]1[C:5]2[CH:6]=[CH:7][CH:8]=[CH:9][C:4]=2[NH:3][C:2]1=[C:10]([C:21]([C:23]1[CH:28]=[CH:27][CH:26]=[C:25]([C@@H:29]2[CH2:33][O:32]C(C)(C)[O:30]2)[C:24]=1[F:36])=[O:22])[C:11]([C:13]1[CH:14]=[C:15]([CH:18]=[CH:19][CH:20]=1)[C:16]#[N:17])=[O:12]. (2) The reactants are [F:1][C:2]1[C:3](I)=[N:4][CH:5]=[CH:6][C:7]=1[I:8].[C:10]1(=[O:19])[C:18]2[C:13](=[CH:14][CH:15]=[CH:16][CH:17]=2)[CH2:12][NH:11]1.C(=O)([O-])[O-].[K+].[K+].CNCCNC. The catalyst is O1CCOCC1.[Cu]I. The product is [F:1][C:2]1[C:3]([N:11]2[CH2:12][C:13]3[C:18](=[CH:17][CH:16]=[CH:15][CH:14]=3)[C:10]2=[O:19])=[N:4][CH:5]=[CH:6][C:7]=1[I:8]. The yield is 0.410.